This data is from Experimentally validated miRNA-target interactions with 360,000+ pairs, plus equal number of negative samples. The task is: Binary Classification. Given a miRNA mature sequence and a target amino acid sequence, predict their likelihood of interaction. (1) The miRNA is mmu-miR-1306-5p with sequence CACCACCUCCCCUGCAAACGUCC. The protein sequence of the target gene is MASPSRQPPPGGSGLLQGSRARSYGSLVQSACSPVRERRLEHQLEPGDTLAGLALKYGVTMEQIKRANRLYTNDSIFLKKTLYIPILTEPRDLFNGLDSEEEKDGEEKVHPSNSEVWPHSTERKKQETGAGRANGEVLPTPGQETPTPIHDLSASDFLKKLDSQISLSKKAAAQKLKKGENGVPGEDAGLHLSSPWMQQRAVLGPVPLTRTSRTRTLRDQEDEIFKL. Result: 0 (no interaction). (2) The miRNA is hsa-miR-34a-3p with sequence CAAUCAGCAAGUAUACUGCCCU. The protein sequence of the target gene is MSSSGYPPNQGAFSTEQSRYPPHSVQYTFPNTRHQQEFAVPDYRSSHLEVSQASQLLQQQQQQQLRRRPSLLSEFHPGSDRPQERRTSYEPFHPGPSPVDHDSLESKRPRLEQVSDSHFQRVSAAVLPLVHPLPEGLRASADAKKDPAFGGKHEAPSSPISGQPCGDDQNASPSKLSKEELIQSMDRVDREIAKVEQQILKLKKKQQQLEEEAAKPPEPEKPVSPPPVEQKHRSIVQIIYDENRKKAEEAHKIFEGLGPKVELPLYNQPSDTKVYHENIKTNQVMRKKLILFFKRRNHAR.... Result: 1 (interaction). (3) The miRNA is hsa-miR-1281 with sequence UCGCCUCCUCCUCUCCC. The protein sequence of the target gene is MLCPWRTANLGLLLILTIFLVAASSSLCMDEKQITQNYSKVLAEVNTSWPVKMATNAVLCCPPIALRNLIIITWEIILRGQPSCTKAYRKETNETKETNCTDERITWVSRPDQNSDLQIRPVAITHDGYYRCIMVTPDGNFHRGYHLQVLVTPEVTLFQNRNRTAVCKAVAGKPAAQISWIPEGDCATKQEYWSNGTVTVKSTCHWEVHNVSTVTCHVSHLTGNKSLYIELLPVPGAKKSAKLYIPYIILTIIILTIVGFIWLLKVNGCRKYKLNKTESTPVVEEDEMQPYASYTEKNNP.... Result: 0 (no interaction). (4) The miRNA is hsa-miR-4688 with sequence UAGGGGCAGCAGAGGACCUGGG. The protein sequence of the target gene is MILTSFGDDMWLLTTLLLWVPVGGEVVNATKAVITLQPPWVSIFQKENVTLWCEGPHLPGDSSTQWFINGTAVQISTPSYSIPEASFQDSGEYRCQIGSSMPSDPVQLQIHNDWLLLQASRRVLTEGEPLALRCHGWKNKLVYNVVFYRNGKSFQFSSDSEVAILKTNLSHSGIYHCSGTGRHRYTSAGVSITVKELFTTPVLRASVSSPFPEGSLVTLNCETNLLLQRPGLQLHFSFYVGSKILEYRNTSSEYHIARAEREDAGFYWCEVATEDSSVLKRSPELELQVLGPQSSAPVWF.... Result: 0 (no interaction). (5) The miRNA is mmu-miR-466b-5p with sequence UGAUGUGUGUGUACAUGUACAU. The protein sequence of the target gene is MAREKEMQEFTRSFFRGRPDLSTLTHSIVRRRYLAHSGRSHLEPEEKQALKRLVEEELLKMQVDEAASREDKLDLTKKGKRPPTPCSDPERKRFRFNSESESGSEASSPDYFGPPAKNGVAAEVSPAKEENPRRASKAVEESSDEERQRDLPAQRGEESSEEEEKGYKGKTRKKPVVKKQAPGKASVSRKQAREESEESEAEPVQRTAKKVEGNKGTKSLKESEQESEEEILAQKKEQREEEVEEEEKEEDEEKGDWKPRTRSNGRRKSAREERSCKQKSQAKRLLGDSDSEEEQKEAAS.... Result: 0 (no interaction).